Dataset: Forward reaction prediction with 1.9M reactions from USPTO patents (1976-2016). Task: Predict the product of the given reaction. (1) Given the reactants I[C:2]1[CH:11]=[CH:10][CH:9]=[C:8]2[C:3]=1[CH:4]=[CH:5][C:6](Cl)=[N:7]2.[NH2:13][C@H:14]1[C:22]2[C:17](=[CH:18][CH:19]=[CH:20][CH:21]=2)[CH2:16][CH2:15]1.[N:23]1[CH:28]=[CH:27][CH:26]=[C:25](B(O)O)[CH:24]=1, predict the reaction product. The product is: [C@H:14]1([NH:13][C:6]2[CH:5]=[CH:4][C:3]3[C:8](=[CH:9][CH:10]=[CH:11][C:2]=3[C:25]3[CH:24]=[N:23][CH:28]=[CH:27][CH:26]=3)[N:7]=2)[C:22]2[C:17](=[CH:18][CH:19]=[CH:20][CH:21]=2)[CH2:16][CH2:15]1. (2) Given the reactants [CH2:1]([C:4]1[CH:9]=[CH:8][CH:7]=[CH:6][CH:5]=1)[CH:2]=[CH2:3].[Cl:10][SiH:11]([Cl:13])[Cl:12], predict the reaction product. The product is: [Cl:10][Si:11]([Cl:13])([Cl:12])[CH:1]([C:4]1[CH:9]=[CH:8][CH:7]=[CH:6][CH:5]=1)[CH:2]([Si:11]([Cl:13])([Cl:12])[Cl:10])[CH3:3].[C:4]1([CH2:1][CH2:2][CH2:3][Si:11]([Cl:13])([Cl:12])[Cl:10])[CH:9]=[CH:8][CH:7]=[CH:6][CH:5]=1. (3) Given the reactants [CH2:1]([C:3]1[CH:11]=[CH:10][C:6]([C:7](Cl)=[O:8])=[CH:5][CH:4]=1)[CH3:2].[C:12]1([O:18][CH3:19])[CH:17]=[CH:16][CH:15]=[CH:14][CH:13]=1.[Cl-].[Al+3].[Cl-].[Cl-], predict the reaction product. The product is: [CH2:1]([C:3]1[CH:11]=[CH:10][C:6]([C:7]([C:15]2[CH:16]=[CH:17][C:12]([O:18][CH3:19])=[CH:13][CH:14]=2)=[O:8])=[CH:5][CH:4]=1)[CH3:2]. (4) Given the reactants [NH2:1][C:2]1[S:3][C:4]([C:8]([O:10]CC)=[O:9])=[C:5]([CH3:7])[N:6]=1.[Cl:13][C:14]1[S:18][C:17]([S:19](Cl)(=[O:21])=[O:20])=[CH:16][C:15]=1[C:23]1[CH:28]=[C:27]([F:29])[CH:26]=[CH:25][C:24]=1[F:30], predict the reaction product. The product is: [Cl:13][C:14]1[S:18][C:17]([S:19]([NH:1][C:2]2[S:3][C:4]([C:8]([OH:10])=[O:9])=[C:5]([CH3:7])[N:6]=2)(=[O:21])=[O:20])=[CH:16][C:15]=1[C:23]1[CH:28]=[C:27]([F:29])[CH:26]=[CH:25][C:24]=1[F:30]. (5) Given the reactants [NH2:1][C:2]1[C:3]([C:14]([O:16]C)=O)=[N:4][C:5]([C:8]2[CH:9]=[N:10][CH:11]=[CH:12][CH:13]=2)=[CH:6][N:7]=1.[NH2:18][NH2:19].CO, predict the reaction product. The product is: [NH2:1][C:2]1[C:3]([C:14]([NH:18][NH2:19])=[O:16])=[N:4][C:5]([C:8]2[CH:9]=[N:10][CH:11]=[CH:12][CH:13]=2)=[CH:6][N:7]=1. (6) Given the reactants [C:1]([C:5]1[CH:6]=[C:7]([NH:16][C:17]([NH:19][C:20]2[C:29]3[C:24](=[CH:25][CH:26]=[CH:27][CH:28]=3)[C:23]([O:30][C:31]3[CH:36]=[CH:35][N:34]=[C:33]([NH:37][C:38]4[CH:43]=[C:42]([O:44][CH2:45][CH2:46][O:47][CH2:48][CH2:49][O:50][CH2:51][CH2:52][O:53][CH3:54])[CH:41]=[C:40]([O:55][CH3:56])[CH:39]=4)[N:32]=3)=[CH:22][CH:21]=2)=[O:18])[C:8]([O:14][CH3:15])=[C:9]([CH:13]=1)[C:10](O)=[O:11])([CH3:4])([CH3:3])[CH3:2].[CH:57]1([NH2:60])[CH2:59][CH2:58]1.C(N(CC)CC)C.C(P1(=O)OP(CCC)(=O)OP(CCC)(=O)O1)CC.CCOC(C)=O, predict the reaction product. The product is: [C:1]([C:5]1[CH:6]=[C:7]([NH:16][C:17]([NH:19][C:20]2[C:29]3[C:24](=[CH:25][CH:26]=[CH:27][CH:28]=3)[C:23]([O:30][C:31]3[CH:36]=[CH:35][N:34]=[C:33]([NH:37][C:38]4[CH:43]=[C:42]([O:44][CH2:45][CH2:46][O:47][CH2:48][CH2:49][O:50][CH2:51][CH2:52][O:53][CH3:54])[CH:41]=[C:40]([O:55][CH3:56])[CH:39]=4)[N:32]=3)=[CH:22][CH:21]=2)=[O:18])[C:8]([O:14][CH3:15])=[C:9]([CH:13]=1)[C:10]([NH:60][CH:57]1[CH2:59][CH2:58]1)=[O:11])([CH3:4])([CH3:2])[CH3:3]. (7) The product is: [Br:1][C:2]1[CH:3]=[CH:4][C:5]([O:10][CH3:11])=[C:6]([OH:20])[CH:9]=1. Given the reactants [Br:1][C:2]1[CH:3]=[CH:4][C:5]([O:10][CH3:11])=[C:6]([CH:9]=1)C=O.C1C=C(Cl)C=C(C(OO)=[O:20])C=1, predict the reaction product. (8) Given the reactants Cl.[Cl:2][C:3]1[CH:8]=[CH:7][C:6]([CH2:9][CH2:10][NH2:11])=[CH:5][C:4]=1[CH2:12][CH3:13].[OH-].[Na+].[CH2:16]([C:20]1[CH:27]=[CH:26][C:23]([CH:24]=O)=[CH:22][CH:21]=1)[CH:17]([CH3:19])[CH3:18].[BH4-].[Na+].Cl, predict the reaction product. The product is: [ClH:2].[CH2:16]([C:20]1[CH:21]=[CH:22][C:23]([CH2:24][NH:11][CH2:10][CH2:9][C:6]2[CH:7]=[CH:8][C:3]([Cl:2])=[C:4]([CH2:12][CH3:13])[CH:5]=2)=[CH:26][CH:27]=1)[CH:17]([CH3:19])[CH3:18].